This data is from Full USPTO retrosynthesis dataset with 1.9M reactions from patents (1976-2016). The task is: Predict the reactants needed to synthesize the given product. (1) Given the product [CH3:1][O:2][C:3]([C:5]1[N:6]=[CH:7][C:8]2[C:13]([CH:14]=1)=[CH:12][CH:11]=[C:10]([NH2:15])[CH:9]=2)=[O:4], predict the reactants needed to synthesize it. The reactants are: [CH3:1][O:2][C:3]([C:5]1[N:6]=[CH:7][C:8]2[C:13]([CH:14]=1)=[CH:12][CH:11]=[C:10]([N+:15]([O-])=O)[CH:9]=2)=[O:4]. (2) Given the product [Cl:1][C:2]1[CH:19]=[CH:18][C:5]([O:6][C:7]2[C:15]([F:16])=[CH:14][C:10]([C:11]([NH:27][S:24]([N:23]([CH3:28])[CH3:22])(=[O:26])=[O:25])=[O:12])=[C:9]([F:17])[CH:8]=2)=[C:4]([O:20][CH3:21])[CH:3]=1, predict the reactants needed to synthesize it. The reactants are: [Cl:1][C:2]1[CH:19]=[CH:18][C:5]([O:6][C:7]2[C:15]([F:16])=[CH:14][C:10]([C:11](O)=[O:12])=[C:9]([F:17])[CH:8]=2)=[C:4]([O:20][CH3:21])[CH:3]=1.[CH3:22][N:23]([CH3:28])[S:24]([NH2:27])(=[O:26])=[O:25]. (3) Given the product [NH2:5][C:8]1[CH:13]=[C:12]([C:14]([F:15])([F:16])[F:17])[CH:11]=[CH:10][C:9]=1[N:18]1[C:26]2[C:21](=[CH:22][CH:23]=[CH:24][CH:25]=2)[CH2:20][CH2:19]1, predict the reactants needed to synthesize it. The reactants are: Cl.[Sn](Cl)Cl.[N+:5]([C:8]1[CH:13]=[C:12]([C:14]([F:17])([F:16])[F:15])[CH:11]=[CH:10][C:9]=1[N:18]1[C:26]2[C:21](=[CH:22][CH:23]=[CH:24][CH:25]=2)[CH2:20][CH2:19]1)([O-])=O.C(=O)(O)[O-].[Na+]. (4) Given the product [CH:16]([C:18]1[CH:19]=[C:20]([C:2]2[CH:9]=[CH:8][C:5]([C:6]#[N:7])=[CH:4][CH:3]=2)[CH:21]=[CH:22][C:23]=1[O:24][CH3:25])=[O:17], predict the reactants needed to synthesize it. The reactants are: Br[C:2]1[CH:9]=[CH:8][C:5]([C:6]#[N:7])=[CH:4][CH:3]=1.C([O-])([O-])=O.[Na+].[Na+].[CH:16]([C:18]1[CH:19]=[C:20](B(O)O)[CH:21]=[CH:22][C:23]=1[O:24][CH3:25])=[O:17]. (5) Given the product [C:1]([O:5][C:6]([N:8]1[CH2:12][CH:11]2[CH2:10][CH:9]1[CH2:15][NH:19][CH2:13]2)=[O:7])([CH3:4])([CH3:3])[CH3:2], predict the reactants needed to synthesize it. The reactants are: [C:1]([O:5][C:6]([N:8]1[CH2:12][CH:11]([CH2:13]O)[CH2:10][CH:9]1[CH2:15]O)=[O:7])([CH3:4])([CH3:3])[CH3:2].C([N:19](CC)CC)C.CS(Cl)(=O)=O.[Cl-].[NH4+]. (6) Given the product [C:26]([C:12]1[CH:13]=[C:14]([C:17]2[S:18][C:19]3[N:20]=[CH:21][N:22]=[CH:23][C:24]=3[N:25]=2)[CH:15]=[CH:16][C:11]=1[S:9][C:3]1[CH:8]=[CH:7][CH:6]=[CH:5][CH:4]=1)#[N:27], predict the reactants needed to synthesize it. The reactants are: [H-].[Na+].[C:3]1([SH:9])[CH:8]=[CH:7][CH:6]=[CH:5][CH:4]=1.Cl[C:11]1[CH:16]=[CH:15][C:14]([C:17]2[S:18][C:19]3[N:20]=[CH:21][N:22]=[CH:23][C:24]=3[N:25]=2)=[CH:13][C:12]=1[C:26]#[N:27].O. (7) Given the product [CH2:36]([N:20]([C:21]1[CH:22]=[N:23][CH:24]=[C:25]([N:27]2[CH2:28][CH2:29][O:30][CH2:31][CH2:32]2)[CH:26]=1)[C:4]1[C:3]2[C:8](=[CH:9][C:10]([F:12])=[CH:11][C:2]=2[F:1])[N:7]=[C:6]([C:13]2[CH:18]=[CH:17][CH:16]=[CH:15][N:14]=2)[C:5]=1[CH3:19])[CH3:37], predict the reactants needed to synthesize it. The reactants are: [F:1][C:2]1[CH:11]=[C:10]([F:12])[CH:9]=[C:8]2[C:3]=1[C:4]([NH:20][C:21]1[CH:22]=[N:23][CH:24]=[C:25]([N:27]3[CH2:32][CH2:31][O:30][CH2:29][CH2:28]3)[CH:26]=1)=[C:5]([CH3:19])[C:6]([C:13]1[CH:18]=[CH:17][CH:16]=[CH:15][N:14]=1)=[N:7]2.[H-].[Na+].I[CH2:36][CH3:37].